Task: Predict the reactants needed to synthesize the given product.. Dataset: Retrosynthesis with 50K atom-mapped reactions and 10 reaction types from USPTO Given the product CCOC(=O)C=Cc1ccc(OCc2coc(-c3ccccc3)n2)c(OC)c1, predict the reactants needed to synthesize it. The reactants are: CCOC(=O)CP(=O)(OCC)OCC.COc1cc(C=O)ccc1OCc1coc(-c2ccccc2)n1.